From a dataset of Forward reaction prediction with 1.9M reactions from USPTO patents (1976-2016). Predict the product of the given reaction. Given the reactants [C:1]1([C:7]2[O:11][C:10]([C:12]([F:15])([F:14])[F:13])=[C:9]([C:16](Cl)=[O:17])[CH:8]=2)[CH:6]=[CH:5][CH:4]=[CH:3][CH:2]=1.[F:19][C:20]([F:33])([F:32])[C:21]1[CH:22]=[C:23]([NH2:31])[CH:24]=[C:25]([C:27]([F:30])([F:29])[F:28])[CH:26]=1.C(N(CC)C(C)C)(C)C.Cl.C([O-])(O)=O.[Na+], predict the reaction product. The product is: [F:19][C:20]([F:32])([F:33])[C:21]1[CH:22]=[C:23]([NH:31][C:16]([C:9]2[CH:8]=[C:7]([C:1]3[CH:6]=[CH:5][CH:4]=[CH:3][CH:2]=3)[O:11][C:10]=2[C:12]([F:15])([F:14])[F:13])=[O:17])[CH:24]=[C:25]([C:27]([F:28])([F:30])[F:29])[CH:26]=1.